This data is from Reaction yield outcomes from USPTO patents with 853,638 reactions. The task is: Predict the reaction yield, written as a fraction of the theoretical maximum amount of product (1.0 means a 100% yield; for example, 0.34 means a 34% yield). (1) The reactants are Cl[C:2]1[C:11]2[C:6](=[CH:7][CH:8]=[CH:9][CH:10]=2)[N:5]=[CH:4][N:3]=1.O.[NH2:13][NH2:14]. The catalyst is C(O)C. The product is [NH:13]([C:2]1[C:11]2[C:6](=[CH:7][CH:8]=[CH:9][CH:10]=2)[N:5]=[CH:4][N:3]=1)[NH2:14]. The yield is 0.514. (2) The reactants are [C:1]([C:4]1[C:9](=[O:10])[C:8]([O:11][CH3:12])=[CH:7][N:6]([C:13]2[CH:18]=[CH:17][CH:16]=[C:15]([C:19]3[CH:20]=[N:21][N:22]([CH3:24])[CH:23]=3)[C:14]=2[F:25])[N:5]=1)(=O)[CH3:2].[CH3:26]C(O)=O.[C:30]1([NH:36][NH2:37])[CH:35]=[CH:34][CH:33]=[CH:32][CH:31]=1. The catalyst is COC(OC)N(C)C.Cl. The product is [F:25][C:14]1[C:15]([C:19]2[CH:20]=[N:21][N:22]([CH3:24])[CH:23]=2)=[CH:16][CH:17]=[CH:18][C:13]=1[N:6]1[CH:7]=[C:8]([O:11][CH3:12])[C:9](=[O:10])[C:4]([C:1]2[N:36]([C:30]3[CH:35]=[CH:34][CH:33]=[CH:32][CH:31]=3)[N:37]=[CH:26][CH:2]=2)=[N:5]1. The yield is 0.620. (3) The reactants are Br[C:2]1[C:10]2[O:9][CH2:8][CH:7]([C:11]3[CH:16]=[CH:15][C:14]([CH:17]([CH3:19])[CH3:18])=[CH:13][CH:12]=3)[C:6]=2[C:5]([CH3:20])=[C:4]([NH:21][C:22](=[O:28])[CH2:23][C:24]([CH3:27])([CH3:26])[CH3:25])[C:3]=1[CH3:29].[F:30][C:31]1[N:36]=[CH:35][C:34](B(O)O)=[CH:33][CH:32]=1. The catalyst is CCCCCC.C(OCC)(=O)C. The product is [F:30][C:31]1[N:36]=[CH:35][C:34]([C:2]2[C:10]3[O:9][CH2:8][CH:7]([C:11]4[CH:16]=[CH:15][C:14]([CH:17]([CH3:18])[CH3:19])=[CH:13][CH:12]=4)[C:6]=3[C:5]([CH3:20])=[C:4]([NH:21][C:22](=[O:28])[CH2:23][C:24]([CH3:27])([CH3:26])[CH3:25])[C:3]=2[CH3:29])=[CH:33][CH:32]=1. The yield is 0.580. (4) The reactants are [F:1][C:2]([F:12])([F:11])[C:3]1[CH:8]=[CH:7][C:6]([CH2:9][NH2:10])=[CH:5][CH:4]=1.[Br:13][CH:14]([CH2:18][CH2:19][Br:20])[C:15](Cl)=[O:16]. The catalyst is C(OCC)C.O. The product is [Br:13][CH:14]([CH2:18][CH2:19][Br:20])[C:15]([NH:10][CH2:9][C:6]1[CH:5]=[CH:4][C:3]([C:2]([F:11])([F:12])[F:1])=[CH:8][CH:7]=1)=[O:16]. The yield is 0.870. (5) The reactants are Br[CH2:2][C:3]([C:5]1[CH:10]=[CH:9][CH:8]=[CH:7][C:6]=1[N+:11]([O-])=O)=O.C([O-])([O-])=O.[K+].[K+].Cl.[C:21]([NH2:29])(=[NH:28])[C:22]1[CH:27]=[CH:26][CH:25]=[CH:24][CH:23]=1. The catalyst is O. The product is [C:22]1([C:21]2[NH:28][CH:2]=[C:3]([C:5]3[CH:10]=[CH:9][CH:8]=[CH:7][C:6]=3[NH2:11])[N:29]=2)[CH:27]=[CH:26][CH:25]=[CH:24][CH:23]=1. The yield is 0.269. (6) The reactants are [CH2:1]([O:8][C:9]1[CH:23]=[C:22]([CH2:24][CH3:25])[CH:21]=[CH:20][C:10]=1[O:11][C:12]1[CH:17]=[CH:16][C:15]([OH:18])=[CH:14][C:13]=1[F:19])[C:2]1[CH:7]=[CH:6][CH:5]=[CH:4][CH:3]=1.C(=O)([O-])[O-].[K+].[K+].[Na+].[I-].Br[CH:35]([CH2:41][CH3:42])[C:36]([O:38][CH2:39][CH3:40])=[O:37].[OH-].C([N+](CCCC)(CCCC)CCCC)CCC.[NH4+].[Cl-]. The catalyst is CC(C)=O.O. The product is [CH2:39]([O:38][C:36](=[O:37])[CH2:35][CH2:41][CH2:42][O:18][C:15]1[CH:16]=[CH:17][C:12]([O:11][C:10]2[CH:20]=[CH:21][C:22]([CH2:24][CH3:25])=[CH:23][C:9]=2[O:8][CH2:1][C:2]2[CH:3]=[CH:4][CH:5]=[CH:6][CH:7]=2)=[C:13]([F:19])[CH:14]=1)[CH3:40]. The yield is 0.750.